Dataset: Full USPTO retrosynthesis dataset with 1.9M reactions from patents (1976-2016). Task: Predict the reactants needed to synthesize the given product. (1) Given the product [Cl:17][C:15]1[CH:14]=[CH:13][C:12]2[NH:8][C:9]([C@@H:18]([NH:24][C:25](=[O:40])[C:26]3[CH:31]=[CH:30][C:29]([C:32]([N:34]4[CH2:35][CH2:36][CH2:37][CH2:38]4)=[O:33])=[C:28]([CH3:39])[CH:27]=3)[CH2:19][CH2:20][C:21]([N:72]3[CH2:78][CH2:77][CH2:76][C@@H:73]3[CH2:74][OH:75])=[O:23])=[N:10][C:11]=2[CH:16]=1, predict the reactants needed to synthesize it. The reactants are: C(OC([N:8]1[C:12]2[CH:13]=[CH:14][C:15]([Cl:17])=[CH:16][C:11]=2[N:10]=[C:9]1[C@@H:18]([NH:24][C:25](=[O:40])[C:26]1[CH:31]=[CH:30][C:29]([C:32]([N:34]2[CH2:38][CH2:37][CH2:36][CH2:35]2)=[O:33])=[C:28]([CH3:39])[CH:27]=1)[CH2:19][CH2:20][C:21]([OH:23])=O)=O)(C)(C)C.CN(C(ON1N=NC2C=CC=CC1=2)=[N+](C)C)C.[B-](F)(F)(F)F.C(N(C(C)C)CC)(C)C.[NH:72]1[CH2:78][CH2:77][CH2:76][C@@H:73]1[CH2:74][OH:75].FC(F)(F)C(O)=O.ClCl. (2) Given the product [CH:19]1([NH:22][C:23]([NH:25][C:26]2[CH:31]=[CH:30][C:29]([C:2]3[N:3]=[C:4]([N:12]4[CH2:17][CH2:16][O:15][CH2:14][C@@H:13]4[CH3:18])[C:5]4[CH2:11][S:10][CH2:9][CH2:8][C:6]=4[N:7]=3)=[CH:28][CH:27]=2)=[O:24])[CH2:21][CH2:20]1, predict the reactants needed to synthesize it. The reactants are: Cl[C:2]1[N:3]=[C:4]([N:12]2[CH2:17][CH2:16][O:15][CH2:14][C@@H:13]2[CH3:18])[C:5]2[CH2:11][S:10][CH2:9][CH2:8][C:6]=2[N:7]=1.[CH:19]1([NH:22][C:23]([NH:25][C:26]2[CH:31]=[CH:30][C:29](B3OC(C)(C)C(C)(C)O3)=[CH:28][CH:27]=2)=[O:24])[CH2:21][CH2:20]1.C([O-])([O-])=O.[Na+].[Na+]. (3) The reactants are: C[O:2][C:3](=[O:42])[CH2:4][CH:5]1[C:14]2[C:9](=[C:10]([F:15])[CH:11]=[CH:12][CH:13]=2)[N:8]=[C:7]([C:16]2[CH:21]=[CH:20][C:19]([C:22]3[CH:27]=[CH:26][CH:25]=[C:24]([O:28][CH3:29])[CH:23]=3)=[CH:18][CH:17]=2)[N:6]1[C:30]1[CH:35]=[C:34]([C:36]([F:39])([F:38])[F:37])[CH:33]=[CH:32][C:31]=1[O:40][CH3:41].[OH-].[Na+]. Given the product [CH3:29][O:28][C:24]1[CH:23]=[C:22]([C:19]2[CH:20]=[CH:21][C:16]([C:7]3[N:6]([C:30]4[CH:35]=[C:34]([C:36]([F:39])([F:38])[F:37])[CH:33]=[CH:32][C:31]=4[O:40][CH3:41])[CH:5]([CH2:4][C:3]([OH:42])=[O:2])[C:14]4[C:9](=[C:10]([F:15])[CH:11]=[CH:12][CH:13]=4)[N:8]=3)=[CH:17][CH:18]=2)[CH:27]=[CH:26][CH:25]=1, predict the reactants needed to synthesize it. (4) Given the product [CH2:21]([O:18][C:15]1[CH:14]=[CH:13][C:12]([CH2:11][NH:10][C:8](=[O:9])[C:7]2[CH:6]=[CH:5][CH:4]=[N:3][C:2]=2[NH2:1])=[CH:17][CH:16]=1)[CH2:22][CH2:23][CH2:24][CH3:25], predict the reactants needed to synthesize it. The reactants are: [NH2:1][C:2]1[C:7]([C:8]([NH:10][CH2:11][C:12]2[CH:17]=[CH:16][C:15]([O-:18])=[CH:14][CH:13]=2)=[O:9])=[CH:6][CH:5]=[CH:4][N:3]=1.[Na+].I[CH2:21][CH2:22][CH2:23][CH2:24][CH3:25].C(=O)([O-])[O-].[Cs+].[Cs+].CN(C=O)C. (5) Given the product [Cl:1][C:2]1[C:10]([C:11]([O:13][CH3:14])=[O:12])=[CH:9][C:8]([CH3:21])=[C:7]2[C:3]=1[C:4]([S:16][CH3:17])=[CH:5][NH:6]2, predict the reactants needed to synthesize it. The reactants are: [Cl:1][C:2]1[C:10]([C:11]([O:13][CH3:14])=[O:12])=[CH:9][C:8](I)=[C:7]2[C:3]=1[C:4]([S:16][CH3:17])=[CH:5][NH:6]2.[Cl-].C[Zn+].[CH2:21]1COCC1.C(Cl)Cl. (6) The reactants are: [Br:1]Br.[CH3:3][N:4]([CH3:17])[C:5]1[CH:10]=[N:9][CH:8]=[C:7]([C:11]2[CH:16]=[CH:15][N:14]=[CH:13][CH:12]=2)[N:6]=1.S(=O)(=O)(O)[O-].[Na+]. Given the product [Br:1][C:8]1[N:9]=[CH:10][C:5]([N:4]([CH3:17])[CH3:3])=[N:6][C:7]=1[C:11]1[CH:16]=[CH:15][N:14]=[CH:13][CH:12]=1, predict the reactants needed to synthesize it.